From a dataset of Catalyst prediction with 721,799 reactions and 888 catalyst types from USPTO. Predict which catalyst facilitates the given reaction. (1) Reactant: [NH2:1][C:2]1[CH:3]=[C:4]([CH:18]=[CH:19][C:20]=1[Cl:21])[CH2:5][C:6]1([C:11]([O:13][C:14]([CH3:17])([CH3:16])[CH3:15])=[O:12])[CH2:8][C:7]1([F:10])[F:9].[Cl:22][C:23]1[CH:28]=[CH:27][C:26]([C@H:29]([C@@H:33]([CH3:38])[C:34]([F:37])([F:36])[F:35])[C:30](O)=[O:31])=[CH:25][CH:24]=1.N1C=CC=CC=1.CN(C(ON1N=NC2C=CC=NC1=2)=[N+](C)C)C.F[P-](F)(F)(F)(F)F. Product: [Cl:21][C:20]1[CH:19]=[CH:18][C:4]([CH2:5][C:6]2([C:11]([O:13][C:14]([CH3:17])([CH3:15])[CH3:16])=[O:12])[CH2:8][C:7]2([F:10])[F:9])=[CH:3][C:2]=1[NH:1][C:30](=[O:31])[C@H:29]([C:26]1[CH:25]=[CH:24][C:23]([Cl:22])=[CH:28][CH:27]=1)[C@@H:33]([CH3:38])[C:34]([F:35])([F:36])[F:37]. The catalyst class is: 39. (2) Reactant: [NH2:1][C:2]1[N:7]=[C:6]([C:8]2[CH:13]=[CH:12][CH:11]=[CH:10][CH:9]=2)[C:5]([C:14]2[N:15]=[N:16][C:17]([O:20]C)=[CH:18][CH:19]=2)=[CH:4][N:3]=1.Cl.Cl.O1CCOCC1.[OH-].[Na+]. Product: [NH2:1][C:2]1[N:7]=[C:6]([C:8]2[CH:9]=[CH:10][CH:11]=[CH:12][CH:13]=2)[C:5]([C:14]2[CH:19]=[CH:18][C:17](=[O:20])[NH:16][N:15]=2)=[CH:4][N:3]=1. The catalyst class is: 12.